Dataset: Forward reaction prediction with 1.9M reactions from USPTO patents (1976-2016). Task: Predict the product of the given reaction. (1) The product is: [O:17]=[C:10]1[N:9]2[CH2:18][CH2:19][NH:20][C:8]2([C:5]2[CH:6]=[CH:7][C:2]([C:21]#[N:22])=[CH:3][CH:4]=2)[CH2:13][N:12]2[CH:14]=[CH:15][CH:16]=[C:11]12. Given the reactants Br[C:2]1[CH:7]=[CH:6][C:5]([C:8]23[NH:20][CH2:19][CH2:18][N:9]2[C:10](=[O:17])[C:11]2[N:12]([CH:14]=[CH:15][CH:16]=2)[CH2:13]3)=[CH:4][CH:3]=1.[CH3:21][N:22](C=O)C.C([O-])(O)=O.[Na+].CC(O)C, predict the reaction product. (2) Given the reactants C(N(CC)CC)C.[F:8][C:9]1[CH:16]=[CH:15][C:14](I)=[CH:13][C:10]=1[CH2:11][OH:12].[C:18]([C:20]1[CH:21]=[N:22][CH:23]=[C:24]([CH:27]=1)[C:25]#[N:26])#[CH:19], predict the reaction product. The product is: [F:8][C:9]1[CH:16]=[CH:15][C:14]([C:19]#[C:18][C:20]2[CH:21]=[N:22][CH:23]=[C:24]([CH:27]=2)[C:25]#[N:26])=[CH:13][C:10]=1[CH2:11][OH:12]. (3) Given the reactants [N+:1]([C:4]1[CH:9]=[CH:8][C:7]([C:10]2[N:14]=[CH:13][O:12][N:11]=2)=[CH:6][CH:5]=1)([O-])=O, predict the reaction product. The product is: [O:12]1[CH:13]=[N:14][C:10]([C:7]2[CH:8]=[CH:9][C:4]([NH2:1])=[CH:5][CH:6]=2)=[N:11]1. (4) Given the reactants [NH2:1][C:2]1[CH:3]=[N:4][CH:5]=[CH:6][C:7]=1[C@H:8]1[CH2:13][C@@H:12]([NH:14][C:15](=[O:21])[O:16][C:17]([CH3:20])([CH3:19])[CH3:18])[C@@H:11]([O:22][CH2:23][CH3:24])[C@@H:10]([CH3:25])[CH2:9]1.[C:26](N1C=CN=C1)(N1C=CN=C1)=[S:27], predict the reaction product. The product is: [N:1]([C:2]1[CH:3]=[N:4][CH:5]=[CH:6][C:7]=1[C@H:8]1[CH2:13][C@@H:12]([NH:14][C:15](=[O:21])[O:16][C:17]([CH3:18])([CH3:19])[CH3:20])[C@@H:11]([O:22][CH2:23][CH3:24])[C@@H:10]([CH3:25])[CH2:9]1)=[C:26]=[S:27]. (5) Given the reactants [C:1](=[O:8])([O:3][C:4]([CH3:7])([CH3:6])[CH3:5])[NH2:2].CC(C)([O-])C.[Na+].[Br:15][C:16]1[CH:21]=[C:20]([CH3:22])[CH:19]=[C:18](Br)[N:17]=1.CC1CCCO1, predict the reaction product. The product is: [Br:15][C:16]1[N:17]=[C:18]([NH:2][C:1](=[O:8])[O:3][C:4]([CH3:7])([CH3:6])[CH3:5])[CH:19]=[C:20]([CH3:22])[CH:21]=1. (6) Given the reactants [C:1]([O:5][C:6]([N:8]1[CH2:12][CH2:11][CH2:10][C@H:9]1[C:13]1[NH:14][CH:15]=[C:16]([C:18]2[CH:23]=[CH:22][C:21]([C:24]3[CH:32]=[CH:31][C:27]([C:28]([OH:30])=O)=[CH:26][CH:25]=3)=[CH:20][CH:19]=2)[N:17]=1)=[O:7])([CH3:4])([CH3:3])[CH3:2].[O:33]=[S:34]1(=[O:48])[CH2:39][CH2:38][N:37]([CH2:40][C:41]2C=CC(N)=CC=2)[CH2:36][CH2:35]1.CN(C(ON1N=[N:64][C:59]2[CH:60]=[CH:61][CH:62]=[CH:63][C:58]1=2)=[N+](C)C)C.F[P-](F)(F)(F)(F)F.CN1CCOCC1, predict the reaction product. The product is: [O:33]=[S:34]1(=[O:48])[CH2:39][CH2:38][N:37]([CH2:40][CH2:41][C:62]2[CH:63]=[CH:58][C:59]([NH:64][C:28]([C:27]3[CH:31]=[CH:32][C:24]([C:21]4[CH:20]=[CH:19][C:18]([C:16]5[N:17]=[C:13]([C@@H:9]6[CH2:10][CH2:11][CH2:12][N:8]6[C:6]([O:5][C:1]([CH3:2])([CH3:3])[CH3:4])=[O:7])[NH:14][CH:15]=5)=[CH:23][CH:22]=4)=[CH:25][CH:26]=3)=[O:30])=[CH:60][CH:61]=2)[CH2:36][CH2:35]1. (7) Given the reactants C[O:2][C:3]([C:5]1[C:21]([F:22])=[C:20]([F:23])[C:8]2[N:9]=[C:10]([C:12]3[C:17]([Cl:18])=[CH:16][CH:15]=[CH:14][C:13]=3[Cl:19])[NH:11][C:7]=2[CH:6]=1)=[O:4].[OH-].[Na+].Cl, predict the reaction product. The product is: [Cl:19][C:13]1[CH:14]=[CH:15][CH:16]=[C:17]([Cl:18])[C:12]=1[C:10]1[NH:11][C:7]2[CH:6]=[C:5]([C:3]([OH:4])=[O:2])[C:21]([F:22])=[C:20]([F:23])[C:8]=2[N:9]=1.